From a dataset of Peptide-MHC class I binding affinity with 185,985 pairs from IEDB/IMGT. Regression. Given a peptide amino acid sequence and an MHC pseudo amino acid sequence, predict their binding affinity value. This is MHC class I binding data. (1) The peptide sequence is EPFSRRHPL. The MHC is HLA-A01:01 with pseudo-sequence HLA-A01:01. The binding affinity (normalized) is 0.252. (2) The peptide sequence is DIAEHGAYY. The MHC is HLA-B15:01 with pseudo-sequence HLA-B15:01. The binding affinity (normalized) is 0.295. (3) The peptide sequence is IYWLIFWRF. The MHC is HLA-B18:01 with pseudo-sequence HLA-B18:01. The binding affinity (normalized) is 0.0847. (4) The peptide sequence is AEQASQEVKNW. The binding affinity (normalized) is 0. The MHC is HLA-A68:02 with pseudo-sequence HLA-A68:02. (5) The peptide sequence is AVDLSHFLR. The MHC is HLA-B40:01 with pseudo-sequence HLA-B40:01. The binding affinity (normalized) is 0. (6) The peptide sequence is HAEMQNPVY. The MHC is HLA-A11:01 with pseudo-sequence HLA-A11:01. The binding affinity (normalized) is 0.213. (7) The peptide sequence is YMPYVFTLL. The MHC is HLA-A26:01 with pseudo-sequence HLA-A26:01. The binding affinity (normalized) is 0.263. (8) The peptide sequence is LPFERATIM. The MHC is HLA-B07:02 with pseudo-sequence HLA-B07:02. The binding affinity (normalized) is 0.395. (9) The peptide sequence is STSRSYMSF. The MHC is HLA-B15:01 with pseudo-sequence HLA-B15:01. The binding affinity (normalized) is 0.523.